The task is: Predict which catalyst facilitates the given reaction.. This data is from Catalyst prediction with 721,799 reactions and 888 catalyst types from USPTO. (1) Reactant: [C:1]([O:5][C:6]([N:8]([C:16]1[CH:21]=[C:20]([N+:22]([O-])=O)[CH:19]=[CH:18][C:17]=1[F:25])[C:9]([O:11][C:12]([CH3:15])([CH3:14])[CH3:13])=[O:10])=[O:7])([CH3:4])([CH3:3])[CH3:2]. Product: [C:1]([O:5][C:6]([N:8]([C:16]1[CH:21]=[C:20]([NH2:22])[CH:19]=[CH:18][C:17]=1[F:25])[C:9]([O:11][C:12]([CH3:15])([CH3:14])[CH3:13])=[O:10])=[O:7])([CH3:2])([CH3:3])[CH3:4]. The catalyst class is: 129. (2) Reactant: C(OC(=O)[NH:7][C:8]1[CH:13]=[C:12]([Br:14])[CH:11]=[CH:10][C:9]=1[C:15](=[O:28])[NH:16][C:17]1[CH:22]=[CH:21][C:20]([O:23][C:24]([F:27])([F:26])[F:25])=[CH:19][CH:18]=1)(C)(C)C.C1COCC1.Cl. Product: [NH2:7][C:8]1[CH:13]=[C:12]([Br:14])[CH:11]=[CH:10][C:9]=1[C:15]([NH:16][C:17]1[CH:22]=[CH:21][C:20]([O:23][C:24]([F:25])([F:26])[F:27])=[CH:19][CH:18]=1)=[O:28]. The catalyst class is: 12. (3) Reactant: [Cl:1][C:2]1[CH:25]=[CH:24][C:5]([CH2:6][NH:7][C:8]([C:10]2[C:11]([OH:23])=[C:12]3[CH:18]=[C:17]([C:19](OC)=[O:20])[S:16][C:13]3=[N:14][CH:15]=2)=[O:9])=[CH:4][CH:3]=1.[H-].[H-].[H-].[H-].[Li+].[Al+3]. Product: [Cl:1][C:2]1[CH:3]=[CH:4][C:5]([CH2:6][NH:7][C:8]([C:10]2[C:11]([OH:23])=[C:12]3[CH:18]=[C:17]([CH2:19][OH:20])[S:16][C:13]3=[N:14][CH:15]=2)=[O:9])=[CH:24][CH:25]=1. The catalyst class is: 1. (4) Reactant: [N:1]1[CH:6]=[CH:5][CH:4]=[C:3]([CH:7]=[O:8])[CH:2]=1.Br[C:10]1[CH:15]=[C:14]([CH3:16])[C:13]([Cl:17])=[CH:12][C:11]=1[O:18]C.[Mg].[Cl-].[NH4+]. Product: [Cl:17][C:13]1[C:14]([CH3:16])=[CH:15][C:10]([C:7]([C:3]2[CH:2]=[N:1][CH:6]=[CH:5][CH:4]=2)=[O:8])=[C:11]([OH:18])[CH:12]=1. The catalyst class is: 1.